From a dataset of Forward reaction prediction with 1.9M reactions from USPTO patents (1976-2016). Predict the product of the given reaction. (1) Given the reactants [CH3:1][C@:2]12[C@@:19]3([CH3:20])[C@@H:10]([C@:11]4([CH3:32])[C@@H:16]([CH2:17][CH2:18]3)[C:15]([CH3:22])([CH3:21])[C:14]([C:23]3[CH:31]=[CH:30][C:26]([C:27]([OH:29])=[O:28])=[CH:25][CH:24]=3)=[CH:13][CH2:12]4)[CH2:9][CH2:8][C@@H:7]1[C@H:6]1[C@H:33]([C:36]([CH3:38])=[CH2:37])[CH2:34][CH2:35][C@:5]1([NH:39][CH2:40][CH2:41][NH:42][C:43]1C=NC=CC=1)[CH2:4][CH2:3]2.Br[C:50]1[N:51](C)[CH:52]=[CH:53][N:54]=1.[Li+].[OH-].C(O)(C(F)(F)F)=O, predict the reaction product. The product is: [CH3:1][C@:2]12[C@@:19]3([CH3:20])[C@@H:10]([C@:11]4([CH3:32])[C@@H:16]([CH2:17][CH2:18]3)[C:15]([CH3:21])([CH3:22])[C:14]([C:23]3[CH:31]=[CH:30][C:26]([C:27]([OH:29])=[O:28])=[CH:25][CH:24]=3)=[CH:13][CH2:12]4)[CH2:9][CH2:8][C@@H:7]1[C@H:6]1[C@H:33]([C:36]([CH3:38])=[CH2:37])[CH2:34][CH2:35][C@:5]1([NH:39][CH2:40][CH2:41][NH:42][C:43]1[N:51]([CH3:50])[CH:52]=[CH:53][N:54]=1)[CH2:4][CH2:3]2. (2) Given the reactants [CH:1]1([NH2:7])[CH2:6][CH2:5][CH2:4][CH2:3][CH2:2]1.C([O:10][C:11]([C:13]1[C:14](=[O:34])[N:15]([CH2:25][C:26]2[CH:31]=[CH:30][C:29]([O:32][CH3:33])=[CH:28][CH:27]=2)[C:16]2[C:21]([C:22]=1[OH:23])=[CH:20][C:19]([Cl:24])=[CH:18][N:17]=2)=O)C, predict the reaction product. The product is: [CH:1]1([NH:7][C:11]([C:13]2[C:14](=[O:34])[N:15]([CH2:25][C:26]3[CH:31]=[CH:30][C:29]([O:32][CH3:33])=[CH:28][CH:27]=3)[C:16]3[C:21]([C:22]=2[OH:23])=[CH:20][C:19]([Cl:24])=[CH:18][N:17]=3)=[O:10])[CH2:6][CH2:5][CH2:4][CH2:3][CH2:2]1. (3) The product is: [Cl:39][C:36]1[CH:37]=[CH:38][C:33]([C@@H:14]2[C@:15]([C:25]3[CH:30]=[CH:29][C:28]([Cl:31])=[CH:27][C:26]=3[F:32])([C:23]#[N:24])[C@H:16]([CH2:18][C:19]([CH3:22])([CH3:21])[CH3:20])[CH2:17][N:13]2[C:11]([NH:10][C:7]2[CH:6]=[CH:5][C:4]([C:3]([OH:41])=[O:2])=[CH:9][CH:8]=2)=[O:12])=[C:34]([F:40])[CH:35]=1. Given the reactants C[O:2][C:3](=[O:41])[C:4]1[CH:9]=[CH:8][C:7]([NH:10][C:11]([N:13]2[CH2:17][C@@H:16]([CH2:18][C:19]([CH3:22])([CH3:21])[CH3:20])[C@@:15]([C:25]3[CH:30]=[CH:29][C:28]([Cl:31])=[CH:27][C:26]=3[F:32])([C:23]#[N:24])[C@H:14]2[C:33]2[CH:38]=[CH:37][C:36]([Cl:39])=[CH:35][C:34]=2[F:40])=[O:12])=[CH:6][CH:5]=1.[Li+].[OH-], predict the reaction product. (4) Given the reactants [CH3:1][O:2][CH2:3][CH2:4][O:5][C:6]1[CH:11]=[CH:10][C:9]([N:12]2[C:16]3[N:17]=[C:18]([NH:21][C@@H:22]4[CH2:26][CH2:25][C@@H:24]([C:27](O)=[O:28])[CH2:23]4)[N:19]=[CH:20][C:15]=3[N:14]=[N:13]2)=[CH:8][CH:7]=1.Cl.C[N:32](C)CCCN=C=NCC.O.ON1C2C=CC=CC=2N=N1.N.O1CCOCC1, predict the reaction product. The product is: [CH3:1][O:2][CH2:3][CH2:4][O:5][C:6]1[CH:7]=[CH:8][C:9]([N:12]2[C:16]3[N:17]=[C:18]([NH:21][C@@H:22]4[CH2:26][CH2:25][C@@H:24]([C:27]([NH2:32])=[O:28])[CH2:23]4)[N:19]=[CH:20][C:15]=3[N:14]=[N:13]2)=[CH:10][CH:11]=1.